Task: Predict the product of the given reaction.. Dataset: Forward reaction prediction with 1.9M reactions from USPTO patents (1976-2016) Given the reactants [CH3:1][N:2]([CH3:35])[CH2:3][C:4]#[C:5][C:6]1[CH:7]=[N:8][CH:9]=[C:10]([CH:34]=1)[C:11]([NH:13][C:14]1[CH:19]=[CH:18][C:17]([CH3:20])=[C:16]([NH:21][C:22]2[CH:23]=[C:24]3[C:29](=[CH:30][CH:31]=2)[N:28]=[CH:27][N:26]([CH3:32])[C:25]3=[O:33])[CH:15]=1)=[O:12], predict the reaction product. The product is: [CH3:35][N:2]([CH3:1])[CH2:3][CH2:4][CH2:5][C:6]1[CH:7]=[N:8][CH:9]=[C:10]([CH:34]=1)[C:11]([NH:13][C:14]1[CH:19]=[CH:18][C:17]([CH3:20])=[C:16]([NH:21][C:22]2[CH:23]=[C:24]3[C:29](=[CH:30][CH:31]=2)[N:28]=[CH:27][N:26]([CH3:32])[C:25]3=[O:33])[CH:15]=1)=[O:12].